This data is from NCI-60 drug combinations with 297,098 pairs across 59 cell lines. The task is: Regression. Given two drug SMILES strings and cell line genomic features, predict the synergy score measuring deviation from expected non-interaction effect. (1) Drug 1: CC1=CC2C(CCC3(C2CCC3(C(=O)C)OC(=O)C)C)C4(C1=CC(=O)CC4)C. Drug 2: CC1C(C(=O)NC(C(=O)N2CCCC2C(=O)N(CC(=O)N(C(C(=O)O1)C(C)C)C)C)C(C)C)NC(=O)C3=C4C(=C(C=C3)C)OC5=C(C(=O)C(=C(C5=N4)C(=O)NC6C(OC(=O)C(N(C(=O)CN(C(=O)C7CCCN7C(=O)C(NC6=O)C(C)C)C)C)C(C)C)C)N)C. Cell line: COLO 205. Synergy scores: CSS=25.2, Synergy_ZIP=19.8, Synergy_Bliss=23.2, Synergy_Loewe=22.8, Synergy_HSA=21.6. (2) Drug 1: C1=CC(=CC=C1CCCC(=O)O)N(CCCl)CCCl. Drug 2: CCCCCOC(=O)NC1=NC(=O)N(C=C1F)C2C(C(C(O2)C)O)O. Cell line: SK-MEL-28. Synergy scores: CSS=5.35, Synergy_ZIP=-4.18, Synergy_Bliss=-3.50, Synergy_Loewe=-11.3, Synergy_HSA=-4.17. (3) Drug 1: CN1CCC(CC1)COC2=C(C=C3C(=C2)N=CN=C3NC4=C(C=C(C=C4)Br)F)OC. Drug 2: COC1=C2C(=CC3=C1OC=C3)C=CC(=O)O2. Cell line: PC-3. Synergy scores: CSS=6.81, Synergy_ZIP=-1.33, Synergy_Bliss=2.25, Synergy_Loewe=-5.96, Synergy_HSA=1.83. (4) Drug 1: CC1=C2C(C(=O)C3(C(CC4C(C3C(C(C2(C)C)(CC1OC(=O)C(C(C5=CC=CC=C5)NC(=O)OC(C)(C)C)O)O)OC(=O)C6=CC=CC=C6)(CO4)OC(=O)C)OC)C)OC. Drug 2: CC(C)(C#N)C1=CC(=CC(=C1)CN2C=NC=N2)C(C)(C)C#N. Cell line: A549. Synergy scores: CSS=29.0, Synergy_ZIP=6.46, Synergy_Bliss=-3.48, Synergy_Loewe=-26.6, Synergy_HSA=-2.82. (5) Drug 1: C1=NC(=NC(=O)N1C2C(C(C(O2)CO)O)O)N. Drug 2: C1CNP(=O)(OC1)N(CCCl)CCCl. Cell line: NCI-H322M. Synergy scores: CSS=29.6, Synergy_ZIP=-9.21, Synergy_Bliss=1.68, Synergy_Loewe=-35.5, Synergy_HSA=1.09. (6) Drug 1: C#CCC(CC1=CN=C2C(=N1)C(=NC(=N2)N)N)C3=CC=C(C=C3)C(=O)NC(CCC(=O)O)C(=O)O. Drug 2: CC1C(C(CC(O1)OC2CC(CC3=C2C(=C4C(=C3O)C(=O)C5=C(C4=O)C(=CC=C5)OC)O)(C(=O)CO)O)N)O.Cl. Cell line: HCT-15. Synergy scores: CSS=21.5, Synergy_ZIP=-0.672, Synergy_Bliss=1.45, Synergy_Loewe=-0.773, Synergy_HSA=-0.534. (7) Drug 1: C1CN1P(=S)(N2CC2)N3CC3. Drug 2: CC1C(C(CC(O1)OC2CC(CC3=C2C(=C4C(=C3O)C(=O)C5=CC=CC=C5C4=O)O)(C(=O)C)O)N)O. Cell line: HT29. Synergy scores: CSS=32.7, Synergy_ZIP=1.25, Synergy_Bliss=2.54, Synergy_Loewe=-27.7, Synergy_HSA=2.67. (8) Drug 1: C1=NC2=C(N1)C(=S)N=C(N2)N. Drug 2: CC1=C(C(=O)C2=C(C1=O)N3CC4C(C3(C2COC(=O)N)OC)N4)N. Cell line: MOLT-4. Synergy scores: CSS=67.2, Synergy_ZIP=-2.06, Synergy_Bliss=-4.91, Synergy_Loewe=-5.10, Synergy_HSA=-2.00. (9) Cell line: SK-OV-3. Drug 2: CNC(=O)C1=NC=CC(=C1)OC2=CC=C(C=C2)NC(=O)NC3=CC(=C(C=C3)Cl)C(F)(F)F. Drug 1: CC1CC2C3CCC4=CC(=O)C=CC4(C3(C(CC2(C1(C(=O)CO)O)C)O)F)C. Synergy scores: CSS=50.4, Synergy_ZIP=10.7, Synergy_Bliss=8.75, Synergy_Loewe=-0.688, Synergy_HSA=9.29. (10) Drug 1: C1=CC(=CC=C1CC(C(=O)O)N)N(CCCl)CCCl.Cl. Drug 2: C1=CC(=CC=C1C#N)C(C2=CC=C(C=C2)C#N)N3C=NC=N3. Cell line: LOX IMVI. Synergy scores: CSS=8.52, Synergy_ZIP=-6.07, Synergy_Bliss=-2.74, Synergy_Loewe=-6.28, Synergy_HSA=-1.37.